From a dataset of Reaction yield outcomes from USPTO patents with 853,638 reactions. Predict the reaction yield, written as a fraction of the theoretical maximum amount of product (1.0 means a 100% yield; for example, 0.34 means a 34% yield). (1) The reactants are [NH2:1][C:2]1[CH:7]=[CH:6][C:5]([NH:8][C:9](=[O:11])[CH3:10])=[CH:4][CH:3]=1.P(=O)(O)(O)O.[N+]([O-])(O)=O.[N:21]([O-])=O.[Na+].[CH3:25][C:26](=[O:31])[CH2:27][C:28](=[O:30])[CH3:29].C([O-])(=O)C.[K+].C([O-])([O-])=O.[Na+].[Na+]. The catalyst is C(O)C. The product is [C:28]([C:27](=[N:21][NH:1][C:2]1[CH:3]=[CH:4][C:5]([NH:8][C:9](=[O:11])[CH3:10])=[CH:6][CH:7]=1)[C:26](=[O:31])[CH3:25])(=[O:30])[CH3:29]. The yield is 0.800. (2) The reactants are [CH2:1]([NH:8][C:9]([C:11]1[CH:20]=[CH:19][C:18]2[C:13](=[C:14](Br)[CH:15]=[N:16][CH:17]=2)[N:12]=1)=[O:10])[C:2]1[CH:7]=[CH:6][CH:5]=[CH:4][CH:3]=1.[CH3:22][C:23]1[CH:28]=[CH:27][N:26]=[C:25](B2OC(C)(C)C(C)(C)O2)[CH:24]=1.C(=O)([O-])[O-].[Cs+].[Cs+]. The catalyst is O1CCOCC1.O.C1(P([C-]2C=CC=C2)C2C=CC=CC=2)C=CC=CC=1.[C-]1(P(C2C=CC=CC=2)C2C=CC=CC=2)C=CC=C1.[Fe+2].[Pd](Cl)Cl. The product is [CH2:1]([NH:8][C:9]([C:11]1[CH:20]=[CH:19][C:18]2[C:13](=[C:14]([C:25]3[CH:24]=[C:23]([CH3:22])[CH:28]=[CH:27][N:26]=3)[CH:15]=[N:16][CH:17]=2)[N:12]=1)=[O:10])[C:2]1[CH:7]=[CH:6][CH:5]=[CH:4][CH:3]=1. The yield is 0.320.